From a dataset of Full USPTO retrosynthesis dataset with 1.9M reactions from patents (1976-2016). Predict the reactants needed to synthesize the given product. (1) The reactants are: P([O-])([O-])([O-])=O.[Cl:6][C:7]1[CH:8]=[C:9]([C:14]2[N:15]=[C:16]([NH:19][C:20](=[O:35])[CH2:21][N:22]3[C:30]4[C:29](=[O:31])[N:28]([CH3:32])[C:27](=[O:33])[N:26]([CH3:34])[C:25]=4[N:24]=[CH:23]3)[S:17][CH:18]=2)[CH:10]=[CH:11][C:12]=1[Cl:13].[P:36]([O:48][CH2:49]I)([O:43][C:44]([CH3:47])([CH3:46])[CH3:45])([O:38][C:39]([CH3:42])([CH3:41])[CH3:40])=[O:37].[H-].[Na+]. Given the product [P:36]([O:48][CH2:49][N:15]1[C:14]([C:9]2[CH:10]=[CH:11][C:12]([Cl:13])=[C:7]([Cl:6])[CH:8]=2)=[CH:18][S:17][C:16]1=[N:19][C:20](=[O:35])[CH2:21][N:22]1[C:30]2[C:29](=[O:31])[N:28]([CH3:32])[C:27](=[O:33])[N:26]([CH3:34])[C:25]=2[N:24]=[CH:23]1)([O:38][C:39]([CH3:42])([CH3:41])[CH3:40])([O:43][C:44]([CH3:45])([CH3:46])[CH3:47])=[O:37], predict the reactants needed to synthesize it. (2) Given the product [O:1]([C:8]1[CH:9]=[CH:10][C:11]([CH2:14][NH:15][C:16](=[O:24])[C:17]2[CH:22]=[C:21]([Cl:25])[CH:20]=[N:19][C:18]=2[NH2:23])=[CH:12][CH:13]=1)[C:2]1[CH:3]=[CH:4][CH:5]=[CH:6][CH:7]=1, predict the reactants needed to synthesize it. The reactants are: [O:1]([C:8]1[CH:13]=[CH:12][C:11]([CH2:14][NH:15][C:16](=[O:24])[C:17]2[CH:22]=[CH:21][CH:20]=[N:19][C:18]=2[NH2:23])=[CH:10][CH:9]=1)[C:2]1[CH:7]=[CH:6][CH:5]=[CH:4][CH:3]=1.[Cl:25]N1C(=O)CCC1=O. (3) Given the product [C:1]([O-:6])(=[O:5])[CH:2]([CH3:4])[CH3:3].[Ag+:7].[CH2:8]([NH2:11])[CH2:9][NH2:10], predict the reactants needed to synthesize it. The reactants are: [C:1]([O-:6])(=[O:5])[CH:2]([CH3:4])[CH3:3].[Ag+:7].[CH2:8]([NH2:11])[CH2:9][NH2:10]. (4) Given the product [Cl:1][C:2]1[C:7]([C:8]([NH:10][C:11]2[CH:12]=[C:13]3[C:19]([O:20][CH3:21])=[N:18][NH:17][C:14]3=[N:15][CH:16]=2)=[O:9])=[C:6]([F:31])[C:5]([NH:32][S:33]([CH2:36][CH2:37][CH3:38])(=[O:35])=[O:34])=[CH:4][CH:3]=1, predict the reactants needed to synthesize it. The reactants are: [Cl:1][C:2]1[C:7]([C:8]([NH:10][C:11]2[CH:12]=[C:13]3[C:19]([O:20][CH3:21])=[N:18][N:17](CC4C=CC(OC)=CC=4)[C:14]3=[N:15][CH:16]=2)=[O:9])=[C:6]([F:31])[C:5]([NH:32][S:33]([CH2:36][CH2:37][CH3:38])(=[O:35])=[O:34])=[CH:4][CH:3]=1. (5) Given the product [CH:19]1([CH2:18][CH2:17][O:16][C:11]2[CH:12]=[C:13]3[C:8](=[CH:9][CH:10]=2)[CH:7]=[CH:6][C:5]2[CH:4]=[CH:3][C:2]([CH2:29][C:30]([CH3:32])([OH:33])[CH3:31])=[CH:15][C:14]3=2)[CH2:21][CH2:20]1, predict the reactants needed to synthesize it. The reactants are: Br[C:2]1[CH:3]=[CH:4][C:5]2[CH:6]=[CH:7][C:8]3[C:13]([C:14]=2[CH:15]=1)=[CH:12][C:11]([O:16][CH2:17][CH2:18][CH:19]1[CH2:21][CH2:20]1)=[CH:10][CH:9]=3.C[Li].C([Li])CCC.[CH3:29][C:30]1([O:33][CH2:32]1)[CH3:31].B(F)(F)F.CCOCC. (6) Given the product [Cl:1][C:2]1[N:11]=[C:10]([C:35]2[CH:36]=[C:31]([NH2:30])[CH:32]=[CH:33][CH:34]=2)[C:9]2[C:4](=[CH:5][C:6]([O:15][CH3:16])=[C:7]([O:13][CH3:14])[CH:8]=2)[N:3]=1, predict the reactants needed to synthesize it. The reactants are: [Cl:1][C:2]1[N:11]=[C:10](Cl)[C:9]2[C:4](=[CH:5][C:6]([O:15][CH3:16])=[C:7]([O:13][CH3:14])[CH:8]=2)[N:3]=1.C1(C)C=CC=CC=1.C(=O)([O-])[O-].[Na+].[Na+].[NH2:30][C:31]1[CH:32]=[C:33](B(O)O)[CH:34]=[CH:35][CH:36]=1. (7) The reactants are: [CH3:1][O:2][C:3]1[CH:40]=[CH:39][C:6]([CH2:7][N:8]([CH2:30][C:31]2[CH:36]=[CH:35][C:34]([O:37][CH3:38])=[CH:33][CH:32]=2)[C:9]2[N:14]=[CH:13][C:12]([C:15]3[C:16]4[CH2:29][CH2:28][NH:27][C:17]=4[N:18]=[C:19]([N:21]4[CH2:26][CH2:25][O:24][CH2:23][CH2:22]4)[N:20]=3)=[CH:11][N:10]=2)=[CH:5][CH:4]=1.Br[C:42]1[CH:43]=[C:44]([C:48]([N:50]2[CH2:55][CH2:54][O:53][CH2:52][CH2:51]2)=[O:49])[CH:45]=[N:46][CH:47]=1. Given the product [CH3:38][O:37][C:34]1[CH:33]=[CH:32][C:31]([CH2:30][N:8]([CH2:7][C:6]2[CH:5]=[CH:4][C:3]([O:2][CH3:1])=[CH:40][CH:39]=2)[C:9]2[N:10]=[CH:11][C:12]([C:15]3[C:16]4[CH2:29][CH2:28][N:27]([C:42]5[CH:43]=[C:44]([C:48]([N:50]6[CH2:51][CH2:52][O:53][CH2:54][CH2:55]6)=[O:49])[CH:45]=[N:46][CH:47]=5)[C:17]=4[N:18]=[C:19]([N:21]4[CH2:26][CH2:25][O:24][CH2:23][CH2:22]4)[N:20]=3)=[CH:13][N:14]=2)=[CH:36][CH:35]=1, predict the reactants needed to synthesize it.